Dataset: Reaction yield outcomes from USPTO patents with 853,638 reactions. Task: Predict the reaction yield, written as a fraction of the theoretical maximum amount of product (1.0 means a 100% yield; for example, 0.34 means a 34% yield). (1) The reactants are [C:1]([C:5]1[CH:12]=[CH:11][C:8]([CH:9]=O)=[CH:7][CH:6]=1)([CH3:4])([CH3:3])[CH3:2].[NH2:13][C:14]1[S:15][C:16]([CH3:19])=[N:17][N:18]=1.C([O:22][C:23](=O)[C:24]([OH:41])=[CH:25][C:26]([C:28]1[CH:33]=[CH:32][C:31]([O:34][CH2:35][C:36](=[O:40])[N:37]([CH3:39])[CH3:38])=[CH:30][CH:29]=1)=[O:27])C. No catalyst specified. The product is [C:1]([C:5]1[CH:12]=[CH:11][C:8]([CH:9]2[C:25]([C:26]([C:28]3[CH:33]=[CH:32][C:31]([O:34][CH2:35][C:36]([N:37]([CH3:39])[CH3:38])=[O:40])=[CH:30][CH:29]=3)=[O:27])=[C:24]([OH:41])[C:23](=[O:22])[N:13]2[C:14]2[S:15][C:16]([CH3:19])=[N:17][N:18]=2)=[CH:7][CH:6]=1)([CH3:4])([CH3:3])[CH3:2]. The yield is 0.0200. (2) The reactants are [NH2:1][C:2]1[N:7]=[CH:6][N:5]=[C:4]2[N:8]([CH2:25][C@H:26]3[CH2:30][CH2:29][CH2:28][N:27]3[C:31](=[O:35])[CH2:32][C:33]#[N:34])[N:9]=[C:10]([C:11]3[CH:16]=[CH:15][C:14]([O:17][C:18]4[CH:23]=[CH:22][CH:21]=[C:20]([F:24])[CH:19]=4)=[CH:13][CH:12]=3)[C:3]=12.N1[CH2:41][CH2:40][CH2:39][CH2:38]C1.C1(C=O)CC1. The catalyst is CO. The product is [NH2:1][C:2]1[N:7]=[CH:6][N:5]=[C:4]2[N:8]([CH2:25][C@H:26]3[CH2:30][CH2:29][CH2:28][N:27]3[C:31]([C:32](=[CH:38][CH:39]3[CH2:41][CH2:40]3)[C:33]#[N:34])=[O:35])[N:9]=[C:10]([C:11]3[CH:16]=[CH:15][C:14]([O:17][C:18]4[CH:23]=[CH:22][CH:21]=[C:20]([F:24])[CH:19]=4)=[CH:13][CH:12]=3)[C:3]=12. The yield is 0.290. (3) The reactants are [CH3:1][O:2][C:3](=[O:6])[CH2:4][NH2:5].[OH:7][C:8]1[CH:15]=[CH:14][CH:13]=[CH:12][C:9]=1[CH:10]=O. No catalyst specified. The product is [OH:7][C:8]1[CH:15]=[CH:14][CH:13]=[CH:12][C:9]=1[CH2:10][NH:5][CH2:4][C:3]([O:2][CH3:1])=[O:6]. The yield is 0.400. (4) The reactants are [Cl:1][C:2]1[N:7]=[CH:6][C:5]([C:8]([OH:10])=[O:9])=[C:4]([CH:11]([CH3:13])[CH3:12])[CH:3]=1.[CH:14](O)([CH3:16])[CH3:15].N12CCCN=C1CCCCC2. The catalyst is CN(C)C=O.O. The product is [Cl:1][C:2]1[N:7]=[CH:6][C:5]([C:8]([O:10][CH:14]([CH3:16])[CH3:15])=[O:9])=[C:4]([CH:11]([CH3:13])[CH3:12])[CH:3]=1. The yield is 0.510. (5) The reactants are [CH2:1]([O:3][C:4](=[O:13])[CH2:5][C:6]1[C:7](Cl)=[N:8][CH:9]=[N:10][CH:11]=1)C.[Na].[CH3:15][OH:16]. No catalyst specified. The product is [CH3:1][O:3][C:4](=[O:13])[CH2:5][C:6]1[C:7]([O:16][CH3:15])=[N:8][CH:9]=[N:10][CH:11]=1. The yield is 0.930. (6) The reactants are [OH:1][C:2]1[CH:7]=[CH:6][C:5]([C:8]([C:10]2[CH:15]=[CH:14][CH:13]=[CH:12][CH:11]=2)=O)=[CH:4][CH:3]=1.[CH3:16][C:17]1([CH3:26])[CH2:22][C:21]([CH3:24])([CH3:23])[CH2:20][C:19](=O)[CH2:18]1. The catalyst is [Zn].Cl[Ti](Cl)(Cl)Cl.C1COCC1. The product is [C:10]1([C:8](=[C:19]2[CH2:20][C:21]([CH3:24])([CH3:23])[CH2:22][C:17]([CH3:26])([CH3:16])[CH2:18]2)[C:5]2[CH:6]=[CH:7][C:2]([OH:1])=[CH:3][CH:4]=2)[CH:15]=[CH:14][CH:13]=[CH:12][CH:11]=1. The yield is 0.910. (7) The reactants are C([O:3][C:4]([C@@H:6]1[CH2:15][C@@H:14]2[C@@H:9]([CH2:10][CH2:11][C@H:12]([O:16][C:17]3[CH:22]=[C:21]([N:23]4[CH:27]=[CH:26][CH:25]=[N:24]4)[CH:20]=[CH:19][C:18]=3[C:28]3[N:29]=[N:30][NH:31][N:32]=3)[CH2:13]2)[CH2:8][N:7]1[C:33]([O:35][C:36]([CH3:39])([CH3:38])[CH3:37])=[O:34])=[O:5])C.[OH-].[Na+]. The catalyst is CO. The product is [C:36]([O:35][C:33]([N:7]1[C@H:6]([C:4]([OH:5])=[O:3])[CH2:15][C@@H:14]2[C@@H:9]([CH2:10][CH2:11][C@H:12]([O:16][C:17]3[CH:22]=[C:21]([N:23]4[CH:27]=[CH:26][CH:25]=[N:24]4)[CH:20]=[CH:19][C:18]=3[C:28]3[N:29]=[N:30][NH:31][N:32]=3)[CH2:13]2)[CH2:8]1)=[O:34])([CH3:39])([CH3:37])[CH3:38]. The yield is 0.328. (8) The reactants are [C:1]([O:4][C@H:5]1[C@@H:19]([O:20][C:21](=[O:23])[CH3:22])[C@H:18]([O:24][C:25](=[O:27])[CH3:26])[C@@H:17]([CH2:28][O:29][C:30](=[O:32])[CH3:31])[O:16][C@@H:6]1[O:7][C:8]1[CH:13]=[CH:12][C:11](I)=[CH:10][C:9]=1[Cl:15])(=[O:3])[CH3:2].[F:33][C:34]([F:45])([F:44])[C:35]1[CH:36]=[C:37]2[C:41](=[CH:42][CH:43]=1)[NH:40][CH:39]=[CH:38]2. No catalyst specified. The product is [C:1]([O:4][C@H:5]1[C@@H:19]([O:20][C:21](=[O:23])[CH3:22])[C@H:18]([O:24][C:25](=[O:27])[CH3:26])[C@@H:17]([CH2:28][O:29][C:30](=[O:32])[CH3:31])[O:16][C@@H:6]1[O:7][C:8]1[CH:13]=[CH:12][C:11]([N:40]2[C:41]3[C:37](=[CH:36][C:35]([C:34]([F:33])([F:44])[F:45])=[CH:43][CH:42]=3)[CH:38]=[CH:39]2)=[CH:10][C:9]=1[Cl:15])(=[O:3])[CH3:2]. The yield is 0.870. (9) The reactants are [C:1]([O:4][CH2:5][CH2:6][C:7]1[CH:12]=[CH:11][C:10](Br)=[CH:9][CH:8]=1)(=[O:3])[CH3:2].[CH:14]([C:16]1[CH:21]=[CH:20][CH:19]=[CH:18][C:17]=1B(O)O)=[O:15].[F-].[Cs+]. The catalyst is COCCOC.O.C1C=CC([P]([Pd]([P](C2C=CC=CC=2)(C2C=CC=CC=2)C2C=CC=CC=2)([P](C2C=CC=CC=2)(C2C=CC=CC=2)C2C=CC=CC=2)[P](C2C=CC=CC=2)(C2C=CC=CC=2)C2C=CC=CC=2)(C2C=CC=CC=2)C2C=CC=CC=2)=CC=1. The product is [C:1]([O:4][CH2:5][CH2:6][C:7]1[CH:12]=[CH:11][C:10]([C:17]2[C:16]([CH:14]=[O:15])=[CH:21][CH:20]=[CH:19][CH:18]=2)=[CH:9][CH:8]=1)(=[O:3])[CH3:2]. The yield is 0.500. (10) The reactants are CC[N:3](C(C)C)[CH:4]([CH3:6])[CH3:5].[NH2:10][C:11]1[S:12][CH:13]=[C:14]2[C:19]=1[C:18](=[O:20])[N:17]([C:21]1[CH:26]=[CH:25][C:24]([Cl:27])=[CH:23][CH:22]=1)[N:16]=[C:15]2[C:28](O)=[O:29].C(N)(C)C.CN([P+](ON1N=NC2C=CC=CC1=2)(N(C)C)N(C)C)C.F[P-](F)(F)(F)(F)F. The catalyst is CS(C)=O.O. The product is [NH2:10][C:11]1[S:12][CH:13]=[C:14]2[C:19]=1[C:18](=[O:20])[N:17]([C:21]1[CH:22]=[CH:23][C:24]([Cl:27])=[CH:25][CH:26]=1)[N:16]=[C:15]2[C:28]([NH:3][CH:4]([CH3:6])[CH3:5])=[O:29]. The yield is 0.890.